From a dataset of Full USPTO retrosynthesis dataset with 1.9M reactions from patents (1976-2016). Predict the reactants needed to synthesize the given product. (1) Given the product [C:1]([O:5][C:6]([C@@H:8]1[CH2:12][CH2:11][C:10](=[O:13])[N:9]1[C:17]1[CH:22]=[CH:21][C:20]([N+:23]([O-:25])=[O:24])=[CH:19][CH:18]=1)=[O:7])([CH3:4])([CH3:2])[CH3:3], predict the reactants needed to synthesize it. The reactants are: [C:1]([O:5][C:6]([C@@H:8]1[CH2:12][CH2:11][C:10](=[O:13])[NH:9]1)=[O:7])([CH3:4])([CH3:3])[CH3:2].[H-].[Na+].F[C:17]1[CH:22]=[CH:21][C:20]([N+:23]([O-:25])=[O:24])=[CH:19][CH:18]=1.[Cl-].[NH4+]. (2) Given the product [CH3:23][O:22][C:19]1[CH:20]=[CH:21][C:14]2[CH:13]=[CH:12][C:11]3[NH:10][C:9]4[CH:8]=[CH:7][C:6]5[CH:24]=[CH:25][C:3]([O:2][CH3:1])=[CH:4][C:5]=5[C:17]=4[C:16]=3[C:15]=2[CH:18]=1, predict the reactants needed to synthesize it. The reactants are: [CH3:1][O:2][C:3]1[CH:25]=[CH:24][C:6]2[CH2:7][CH2:8][C:9]3[NH:10][C:11]4[CH2:12][CH2:13][C:14]5[CH:21]=[CH:20][C:19]([O:22][CH3:23])=[CH:18][C:15]=5[C:16]=4[C:17]=3[C:5]=2[CH:4]=1.